Task: Predict the product of the given reaction.. Dataset: Forward reaction prediction with 1.9M reactions from USPTO patents (1976-2016) (1) Given the reactants [CH3:1][O:2][C:3]([C:5]1[CH:10]=[C:9]([NH2:11])[N:8]=[C:7]([C:12]2[CH:17]=[CH:16][C:15]([Cl:18])=[C:14]([O:19][CH3:20])[C:13]=2[F:21])[N:6]=1)=[O:4].[Br:22]N1C(=O)CCC1=O, predict the reaction product. The product is: [CH3:1][O:2][C:3]([C:5]1[C:10]([Br:22])=[C:9]([NH2:11])[N:8]=[C:7]([C:12]2[CH:17]=[CH:16][C:15]([Cl:18])=[C:14]([O:19][CH3:20])[C:13]=2[F:21])[N:6]=1)=[O:4]. (2) The product is: [Br:1][C:2]1[CH:3]=[C:4]2[C:9](=[CH:10][C:11]=1[O:12][CH2:13][C:14]1[CH:15]=[C:16]([S:20]([CH3:28])(=[NH:22])=[O:21])[CH:17]=[CH:18][CH:19]=1)[N:8]=[CH:7][N:6]=[C:5]2[NH:29][CH2:30][C@@H:31]([OH:33])[CH3:32]. Given the reactants [Br:1][C:2]1[CH:3]=[C:4]2[C:9](=[CH:10][C:11]=1[O:12][CH2:13][C:14]1[CH:15]=[C:16]([S:20]([CH3:28])(=[N:22]C(OCC)=O)=[O:21])[CH:17]=[CH:18][CH:19]=1)[N:8]=[CH:7][N:6]=[C:5]2[NH:29][CH2:30][C@@H:31]([OH:33])[CH3:32].[O-]CC.[Na+].C(=O)(O)[O-].[Na+], predict the reaction product.